From a dataset of Full USPTO retrosynthesis dataset with 1.9M reactions from patents (1976-2016). Predict the reactants needed to synthesize the given product. (1) Given the product [CH3:7][C:8]1[C:12]2[CH:13]=[CH:14][CH:15]=[CH:16][C:11]=2[S:10][C:9]=1[CH2:17][OH:18], predict the reactants needed to synthesize it. The reactants are: [H-].[Al+3].[Li+].[H-].[H-].[H-].[CH3:7][C:8]1[C:12]2[CH:13]=[CH:14][CH:15]=[CH:16][C:11]=2[S:10][C:9]=1[C:17](OC)=[O:18].[Cl-].[NH4+]. (2) Given the product [CH3:81][O:82][C:83](=[O:93])[C@@H:84]([C:86]1[CH:87]=[C:88]([C:28]2[CH:29]=[CH:30][C:25]([C:22]([C:19]3[CH:20]=[CH:21][C:16]([CH2:15][CH2:14][CH:9]([O:8][Si:5]([C:1]([CH3:4])([CH3:3])[CH3:2])([CH3:6])[CH3:7])[C:10]([CH3:13])([CH3:12])[CH3:11])=[C:17]([CH3:43])[CH:18]=3)([CH2:23][CH3:24])[CH2:41][CH3:42])=[CH:26][C:27]=2[CH3:40])[CH:89]=[CH:90][CH:91]=1)[OH:85], predict the reactants needed to synthesize it. The reactants are: [C:1]([Si:5]([O:8][CH:9]([CH2:14][CH2:15][C:16]1[CH:21]=[CH:20][C:19]([C:22]([CH2:41][CH3:42])([C:25]2[CH:30]=[CH:29][C:28](B3OC(C)(C)C(C)(C)O3)=[C:27]([CH3:40])[CH:26]=2)[CH2:23][CH3:24])=[CH:18][C:17]=1[CH3:43])[C:10]([CH3:13])([CH3:12])[CH3:11])([CH3:7])[CH3:6])([CH3:4])([CH3:3])[CH3:2].C1(P(C2CCCCC2)C2C=CC=CC=2C2C(OC)=CC=CC=2OC)CCCCC1.P([O-])([O-])([O-])=O.[K+].[K+].[K+].[CH3:81][O:82][C:83](=[O:93])[C@@H:84]([C:86]1[CH:91]=[CH:90][CH:89]=[C:88](Cl)[CH:87]=1)[OH:85]. (3) Given the product [Cl-:28].[F:26][C:23]1[CH:24]=[CH:25][C:20]([N:18]([CH3:19])[CH:11]([C:12]2[CH:13]=[CH:14][CH:15]=[CH:16][CH:17]=2)[C:10]([O:9][C@@H:3]2[CH:4]3[CH2:7][CH2:8][N+:1]([CH2:29][C:30](=[O:31])[C:32]4[S:33][CH:34]=[CH:35][CH:36]=4)([CH2:6][CH2:5]3)[CH2:2]2)=[O:27])=[CH:21][CH:22]=1, predict the reactants needed to synthesize it. The reactants are: [N:1]12[CH2:8][CH2:7][CH:4]([CH2:5][CH2:6]1)[C@@H:3]([O:9][C:10](=[O:27])[CH:11]([N:18]([C:20]1[CH:25]=[CH:24][C:23]([F:26])=[CH:22][CH:21]=1)[CH3:19])[C:12]1[CH:17]=[CH:16][CH:15]=[CH:14][CH:13]=1)[CH2:2]2.[Cl:28][CH2:29][C:30]([C:32]1[S:33][CH:34]=[CH:35][CH:36]=1)=[O:31]. (4) Given the product [Br:1][C:2]1[CH:10]=[C:9]2[C:5]([CH2:6][C:7]3([CH2:16][CH2:15][CH:14]([O:17][CH3:18])[CH2:13][CH2:12]3)[C:8]2=[N:25][S:23]([C:20]([CH3:22])([CH3:21])[CH3:19])=[O:24])=[CH:4][CH:3]=1, predict the reactants needed to synthesize it. The reactants are: [Br:1][C:2]1[CH:10]=[C:9]2[C:5]([CH2:6][C:7]3([CH2:16][CH2:15][CH:14]([O:17][CH3:18])[CH2:13][CH2:12]3)[C:8]2=O)=[CH:4][CH:3]=1.[CH3:19][C:20]([S:23]([NH2:25])=[O:24])([CH3:22])[CH3:21].CCOC(C)=O.C([O-])(O)=O.[Na+]. (5) Given the product [CH2:1]([C:3]1[CH:17]=[CH:16][C:6]([O:7][C:8]2[CH:14]=[CH:13][C:11]([NH:12][CH2:20][C:21]3[CH:22]=[N:23][CH:24]=[CH:25][CH:26]=3)=[CH:10][C:9]=2[F:15])=[C:5]([O:18][CH3:19])[CH:4]=1)[CH3:2], predict the reactants needed to synthesize it. The reactants are: [CH2:1]([C:3]1[CH:17]=[CH:16][C:6]([O:7][C:8]2[CH:14]=[CH:13][C:11]([NH2:12])=[CH:10][C:9]=2[F:15])=[C:5]([O:18][CH3:19])[CH:4]=1)[CH3:2].[CH:20](=O)[C:21]1[CH:26]=[CH:25][CH:24]=[N:23][CH:22]=1.[BH4-].[Na+]. (6) Given the product [C:16]1([C:2]2[CH:3]([CH2:7][CH:8]=[O:9])[CH2:4][CH2:5][CH:6]=2)[CH:21]=[CH:20][CH:19]=[CH:18][CH:17]=1, predict the reactants needed to synthesize it. The reactants are: Br[C:2]1[CH:3]([CH2:7][CH:8]=[O:9])[CH2:4][CH2:5][CH:6]=1.C([O-])([O-])=O.[Na+].[Na+].[C:16]1(B(O)O)[CH:21]=[CH:20][CH:19]=[CH:18][CH:17]=1.C(OCC)C. (7) Given the product [Cl:18][C:17]1[CH:16]=[C:15]([C:19]([F:22])([F:20])[F:21])[CH:14]=[C:13]([Cl:23])[C:12]=1[N:9]1[C:10]([CH3:11])=[C:6]([C:4]([OH:5])=[O:3])[CH:7]=[N:8]1, predict the reactants needed to synthesize it. The reactants are: C([O:3][C:4]([C:6]1[CH:7]=[N:8][N:9]([C:12]2[C:17]([Cl:18])=[CH:16][C:15]([C:19]([F:22])([F:21])[F:20])=[CH:14][C:13]=2[Cl:23])[C:10]=1[CH3:11])=[O:5])C.[OH-].[Na+].